Dataset: Full USPTO retrosynthesis dataset with 1.9M reactions from patents (1976-2016). Task: Predict the reactants needed to synthesize the given product. (1) Given the product [Br:1][C:2]1[CH:10]=[CH:9][CH:8]=[C:7]2[C:3]=1[CH2:4][CH2:5][C:6]2=[N:13][OH:14], predict the reactants needed to synthesize it. The reactants are: [Br:1][C:2]1[CH:10]=[CH:9][CH:8]=[C:7]2[C:3]=1[CH2:4][CH2:5][C:6]2=O.Cl.[NH2:13][OH:14]. (2) Given the product [CH2:18]([O:1][C:2]1[CH:3]=[C:4]([CH:7]=[CH:8][C:9]=1[O:14][CH2:11][CH2:32][CH2:31][CH2:30][CH2:29][CH2:28][CH2:27][CH2:26][CH2:25][CH2:24][CH2:23][CH2:22][CH2:21][CH2:20][CH2:19][CH3:18])[C:5]#[N:6])[CH2:19][CH2:20][CH2:21][CH2:22][CH2:23][CH2:24][CH2:25][CH2:26][CH2:27][CH2:28][CH2:29][CH2:30][CH2:31][CH2:32][CH3:33], predict the reactants needed to synthesize it. The reactants are: [OH:1][C:2]1[CH:3]=[C:4]([CH:7]=[CH:8][C:9]=1O)[C:5]#[N:6].[C:11](=[O:14])([O-])[O-].[K+].[K+].Br[CH2:18][CH2:19][CH2:20][CH2:21][CH2:22][CH2:23][CH2:24][CH2:25][CH2:26][CH2:27][CH2:28][CH2:29][CH2:30][CH2:31][CH2:32][CH3:33].[I-].[K+]. (3) The reactants are: Cl.Cl.[CH3:3][C@H:4]1[C:12]2[C:11]([N:13]3[CH2:18][CH2:17][NH:16][CH2:15][C@@H:14]3[CH3:19])=[N:10][CH:9]=[N:8][C:7]=2[CH2:6][CH2:5]1.C(N(CC)CC)C.[C:27]([O:31][C:32]([NH:34][C@H:35]([CH2:39][C:40]1[CH:45]=[CH:44][C:43]([Cl:46])=[CH:42][CH:41]=1)[C:36](O)=[O:37])=[O:33])([CH3:30])([CH3:29])[CH3:28].CN(C(ON1N=NC2C=CC=CC1=2)=[N+](C)C)C.F[P-](F)(F)(F)(F)F. Given the product [Cl:46][C:43]1[CH:44]=[CH:45][C:40]([CH2:39][C@@H:35]([NH:34][C:32](=[O:33])[O:31][C:27]([CH3:29])([CH3:28])[CH3:30])[C:36]([N:16]2[CH2:17][CH2:18][N:13]([C:11]3[C:12]4[C@H:4]([CH3:3])[CH2:5][CH2:6][C:7]=4[N:8]=[CH:9][N:10]=3)[C@@H:14]([CH3:19])[CH2:15]2)=[O:37])=[CH:41][CH:42]=1, predict the reactants needed to synthesize it. (4) Given the product [CH:3]1([N:6]2[C:10]3[C:11]([O:29][C@@H:30]([C@@H:32]4[CH2:36][C:35](=[O:37])[NH:34][CH2:33]4)[CH3:31])=[N:12][C:13]([C:15]4[CH:23]=[C:22]5[C:18]([C:19]6([CH2:26][N:27]([CH3:38])[CH2:28]6)[C:20](=[O:25])[N:21]5[CH3:24])=[CH:17][CH:16]=4)=[CH:14][C:9]=3[N:8]=[CH:7]2)[CH2:5][CH2:4]1, predict the reactants needed to synthesize it. The reactants are: C=O.[CH:3]1([N:6]2[C:10]3[C:11]([O:29][C@@H:30]([C@@H:32]4[CH2:36][C:35](=[O:37])[NH:34][CH2:33]4)[CH3:31])=[N:12][C:13]([C:15]4[CH:23]=[C:22]5[C:18]([C:19]6([CH2:28][NH:27][CH2:26]6)[C:20](=[O:25])[N:21]5[CH3:24])=[CH:17][CH:16]=4)=[CH:14][C:9]=3[N:8]=[CH:7]2)[CH2:5][CH2:4]1.[C:38](O[BH-](OC(=O)C)OC(=O)C)(=O)C.[Na+]. (5) Given the product [N:5]1([C:7]([O:9][C:10]([CH3:13])([CH3:12])[CH3:11])=[O:8])[CH:6]=[CH:2][CH2:3][C@H:4]1[C:14]([O:16][CH3:17])=[O:15].[N:5]1([C:7]([O:9][C:10]([CH3:13])([CH3:12])[CH3:11])=[O:8])[CH2:6][CH:2]=[CH:3][C@H:4]1[C:14]([O:16][CH3:17])=[O:15], predict the reactants needed to synthesize it. The reactants are: I[C@@H:2]1[CH2:6][N:5]([C:7]([O:9][C:10]([CH3:13])([CH3:12])[CH3:11])=[O:8])[C@H:4]([C:14]([O:16][CH3:17])=[O:15])[CH2:3]1.N12CCCN=C1CCCCC2. (6) Given the product [N:14]([C:12]1[CH:11]=[N:10][N:9]([CH2:8][C:7]2[C:3]([CH3:2])=[N:4][O:5][C:6]=2[CH3:15])[CH:13]=1)=[C:16]=[O:17], predict the reactants needed to synthesize it. The reactants are: Cl.[CH3:2][C:3]1[C:7]([CH2:8][N:9]2[CH:13]=[C:12]([NH2:14])[CH:11]=[N:10]2)=[C:6]([CH3:15])[O:5][N:4]=1.[C:16](=O)(OC1C=CC=CN=1)[O:17]C1C=CC=CN=1.C(N(CC)CC)C. (7) Given the product [CH2:1]([O:3][C:4]1[CH:9]=[CH:8][C:7]([CH2:10][CH2:11][C:12]([OH:14])=[O:13])=[CH:6][C:5]=1[O:17][CH3:18])[CH3:2], predict the reactants needed to synthesize it. The reactants are: [CH2:1]([O:3][C:4]1[CH:9]=[CH:8][C:7]([CH2:10][CH2:11][C:12]([O:14]CC)=[O:13])=[CH:6][C:5]=1[O:17][CH3:18])[CH3:2].[OH-].[Na+].